From a dataset of Experimentally validated miRNA-target interactions with 360,000+ pairs, plus equal number of negative samples. Binary Classification. Given a miRNA mature sequence and a target amino acid sequence, predict their likelihood of interaction. (1) The miRNA is hsa-miR-520a-5p with sequence CUCCAGAGGGAAGUACUUUCU. The protein sequence of the target gene is MSETSCSFFIEKEFQDGQLENVSAGLSSSYKDKGALMAFRGIPISELTNHGILQALTAETNGWQPGVVSEEVLRAQEEWEVVDTIHPDIESGVHCQQPGQLISFNEALEHFQSVDLSSFKKRIQPTIQRTGLAALRHCLFGPPKLHQGLREERDLVLTIAQCGLDSQNPTHGRVLQTIYKKLTGSKFDCALHGDHWEDLGFQGANPATDLRGAGFLALLHLLYLVMDSKTFLMAQEIFRLSHHHIQQFPFCLMSVNITRIAIQALREECLSRECNRRQKVIPVVNSFYAATFLHLARVWR.... Result: 0 (no interaction). (2) The miRNA is hsa-miR-19b-3p with sequence UGUGCAAAUCCAUGCAAAACUGA. The protein sequence of the target gene is MASPRASRWPPPLLLLLLPLLLLPPAAPGTRDPPPSPARRALSLAPLAGAGLELQLERRPEREPPPTPPRERRGPATPGPSYRAPEPGAATQRGPSGRAPRGGSADAAWKHWPESNTEAHVENITFYQNQEDFSTVSSKEGVMVQTSGKSHAASDAPENLTLLAETADARGRSGSSSRTNFTILPVGYSLEIATALTSQSGNLASESLHLPSSSSEFDERIAAFQTKSGTASEMGTERAMGLSEEWTVHSQEATTSAWSPSFLPALEMGELTTPSRKRNSSGPDLSWLHFYRTAASSPLL.... Result: 1 (interaction). (3) The miRNA is hsa-miR-6891-5p with sequence UAAGGAGGGGGAUGAGGGG. The protein sequence of the target gene is MSREPTPPLPGDMSTGPIAESWCYTQVKVVKFSYMWTINNFSFCREEMGEVLKSSTFSSGPSDKMKWCLRVNPKGLDDESKDYLSLYLLLVSCPKSEVRAKFKFSLLNAKREETKAMESQRAYRFVQGKDWGFKKFIRRDFLLDEANGLLPDDKLTLFCEVSVVQDSVNISGHTNTNTLKVPECRLAEDLGNLWENTRFTDCSFFVRGQEFKAHKSVLAARSPVFNAMFEHEMEESKKNRVEINDLDPEVFKEMMRFIYTGRAPNLDKMADNLLAAADKYALERLKVMCEEALCSNLSVE.... Result: 1 (interaction). (4) The miRNA is hsa-miR-1255b-2-3p with sequence AACCACUUUCUUUGCUCAUCCA. The protein sequence of the target gene is MACRWSTKESPRWRSALLLLFLAGVYGNGALAEHSENVHISGVSTACGETPEQIRAPSGIITSPGWPSEYPAKINCSWFIRANPGEIITISFQDFDIQGSRRCNLDWLTIETYKNIESYRACGSTIPPPYISSQDHIWIRFHSDDNISRKGFRLAYFSGKSEEPNCACDQFRCGNGKCIPEAWKCNNMDECGDSSDEEICAKEANPPTAAAFQPCAYNQFQCLSRFTKVYTCLPESLKCDGNIDCLDLGDEIDCDVPTCGQWLKYFYGTFNSPNYPDFYPPGSNCTWLIDTGDHRKVILR.... Result: 0 (no interaction). (5) The miRNA is hsa-miR-15a-5p with sequence UAGCAGCACAUAAUGGUUUGUG. The protein sequence of the target gene is MAQFVQVLAEIGDFGRFQIQLLILLCVLNFLSPFYFFAHVFMVLDEPHHCAVAWVKNHTFNLSAAEQLVLSVPLDTAGHPEPCLMFRPPPANASLQDILSHRFNETQPCDMGWEYPENRLPSLKNEFNLVCDRKHLKDTTQSVFMAGLLVGTLMFGPLCDRIGRKATILAQLLLFTLIGLATAFVPSFELYMALRFAVATAVAGLSFSNVTLLTEWVGPSWRTQAVVLAQCNFSLGQMVLAGLAYGFRNWRLLQITGTAPGLLLFFYFWALPESARWLLTRGRMDEAIQLIQKAASVNRR.... Result: 0 (no interaction). (6) The miRNA is hsa-miR-6783-5p with sequence UAGGGGAAAAGUCCUGAUCCGG. The protein sequence of the target gene is MASNMDREMILADFQACTGIENIDEAITLLEQNNWDLVAAINGVIPQENGILQSDFGGETMPGPTFDPASHPAPASTPSSSAFRPVMPSRQIVERQPRMLDFRVEYRDRNVDVVLEDSCTVGEIKQILENELQIPVPKMLLKGWKTGDVEDSTVLKSLHLPKNNSLYVLTPDLPPPSSSSHAGALQESLNQNFMLIITHREVQREYNLNFSGSSTVQEVKRNVYDLTSIPVRHQLWEGWPASATDDSMCLAESGLSYPCHRLTVGRRTSPVQTREQSEEQSTDVHMVSDSDGDDFEDASE.... Result: 0 (no interaction). (7) The miRNA is mmu-miR-130b-3p with sequence CAGUGCAAUGAUGAAAGGGCAU. The protein sequence of the target gene is MPSKQIRKQSISVTRGARRRDEDSGTDVGEGTDEWSQSKATVRPPDQLELTDAELKEEFTRILTANNPHAPQNIVRYSFKEGTYKLIGFVNQMAVHFSQVGNLIPKDSDEGRRQHYRDEMVAGSQESIKVVTSEAENLEEEEEPKEGEGEAEAEAEAGSQTDIPAAAETTEKVIEEELMAPVQPKERKLTNQFNFSERASQTFNNPLRDRECQMEPPPRTNFSATANQWEIYDAYVDELEKQEKTKEKEKAKTPVAKKTEKMAMRKLTSMESQSDDITKVTQAAKIVERMVNQNTYDDVA.... Result: 0 (no interaction).